The task is: Regression. Given two drug SMILES strings and cell line genomic features, predict the synergy score measuring deviation from expected non-interaction effect.. This data is from NCI-60 drug combinations with 297,098 pairs across 59 cell lines. (1) Drug 1: CC(C1=C(C=CC(=C1Cl)F)Cl)OC2=C(N=CC(=C2)C3=CN(N=C3)C4CCNCC4)N. Drug 2: C1CC(=O)NC(=O)C1N2C(=O)C3=CC=CC=C3C2=O. Cell line: SR. Synergy scores: CSS=60.0, Synergy_ZIP=3.57, Synergy_Bliss=5.79, Synergy_Loewe=-27.1, Synergy_HSA=4.21. (2) Drug 1: CC12CCC3C(C1CCC2=O)CC(=C)C4=CC(=O)C=CC34C. Drug 2: CC1CCCC2(C(O2)CC(NC(=O)CC(C(C(=O)C(C1O)C)(C)C)O)C(=CC3=CSC(=N3)C)C)C. Cell line: A549. Synergy scores: CSS=20.5, Synergy_ZIP=0.450, Synergy_Bliss=1.08, Synergy_Loewe=0.619, Synergy_HSA=1.75. (3) Drug 2: CC(C)NC(=O)C1=CC=C(C=C1)CNNC.Cl. Synergy scores: CSS=2.84, Synergy_ZIP=1.87, Synergy_Bliss=5.67, Synergy_Loewe=1.87, Synergy_HSA=1.24. Drug 1: C1CC(C1)(C(=O)O)C(=O)O.[NH2-].[NH2-].[Pt+2]. Cell line: SK-OV-3. (4) Drug 1: C1CC(=O)NC(=O)C1N2CC3=C(C2=O)C=CC=C3N. Cell line: DU-145. Drug 2: CC1CCC2CC(C(=CC=CC=CC(CC(C(=O)C(C(C(=CC(C(=O)CC(OC(=O)C3CCCCN3C(=O)C(=O)C1(O2)O)C(C)CC4CCC(C(C4)OC)OCCO)C)C)O)OC)C)C)C)OC. Synergy scores: CSS=19.2, Synergy_ZIP=0.377, Synergy_Bliss=2.57, Synergy_Loewe=-8.21, Synergy_HSA=3.40.